Dataset: Tyrosyl-DNA phosphodiesterase HTS with 341,365 compounds. Task: Binary Classification. Given a drug SMILES string, predict its activity (active/inactive) in a high-throughput screening assay against a specified biological target. (1) The drug is O=C(NCCCC)c1[nH]c2c(c1)cc(cc2)CC. The result is 0 (inactive). (2) The molecule is S(CCn1c(N2CCc3c(C2)cccc3)nc2n(c(=O)[nH]c(=O)c12)C)c1sc2c(n1)cccc2. The result is 0 (inactive).